This data is from NCI-60 drug combinations with 297,098 pairs across 59 cell lines. The task is: Regression. Given two drug SMILES strings and cell line genomic features, predict the synergy score measuring deviation from expected non-interaction effect. (1) Synergy scores: CSS=57.2, Synergy_ZIP=-2.24, Synergy_Bliss=-1.94, Synergy_Loewe=-0.572, Synergy_HSA=-0.457. Drug 1: CC1C(C(=O)NC(C(=O)N2CCCC2C(=O)N(CC(=O)N(C(C(=O)O1)C(C)C)C)C)C(C)C)NC(=O)C3=C4C(=C(C=C3)C)OC5=C(C(=O)C(=C(C5=N4)C(=O)NC6C(OC(=O)C(N(C(=O)CN(C(=O)C7CCCN7C(=O)C(NC6=O)C(C)C)C)C)C(C)C)C)N)C. Drug 2: CC1C(C(CC(O1)OC2CC(OC(C2O)C)OC3=CC4=CC5=C(C(=O)C(C(C5)C(C(=O)C(C(C)O)O)OC)OC6CC(C(C(O6)C)O)OC7CC(C(C(O7)C)O)OC8CC(C(C(O8)C)O)(C)O)C(=C4C(=C3C)O)O)O)O. Cell line: NCI-H322M. (2) Drug 1: C1=CC=C(C=C1)NC(=O)CCCCCCC(=O)NO. Drug 2: C1CN(CCN1C(=O)CCBr)C(=O)CCBr. Cell line: NCI-H322M. Synergy scores: CSS=3.23, Synergy_ZIP=2.69, Synergy_Bliss=5.38, Synergy_Loewe=-1.31, Synergy_HSA=1.21. (3) Drug 1: CC12CCC3C(C1CCC2O)C(CC4=C3C=CC(=C4)O)CCCCCCCCCS(=O)CCCC(C(F)(F)F)(F)F. Drug 2: CC12CCC3C(C1CCC2OP(=O)(O)O)CCC4=C3C=CC(=C4)OC(=O)N(CCCl)CCCl.[Na+]. Cell line: NCI-H226. Synergy scores: CSS=-1.60, Synergy_ZIP=-0.988, Synergy_Bliss=-2.76, Synergy_Loewe=-5.83, Synergy_HSA=-5.36. (4) Drug 2: C1=NNC2=C1C(=O)NC=N2. Drug 1: CC1=C2C(C(=O)C3(C(CC4C(C3C(C(C2(C)C)(CC1OC(=O)C(C(C5=CC=CC=C5)NC(=O)OC(C)(C)C)O)O)OC(=O)C6=CC=CC=C6)(CO4)OC(=O)C)OC)C)OC. Synergy scores: CSS=30.4, Synergy_ZIP=-5.59, Synergy_Bliss=-11.3, Synergy_Loewe=-28.9, Synergy_HSA=-10.3. Cell line: K-562. (5) Synergy scores: CSS=-4.14, Synergy_ZIP=-8.67, Synergy_Bliss=-7.20, Synergy_Loewe=-41.3, Synergy_HSA=-11.0. Drug 2: C1=NC2=C(N=C(N=C2N1C3C(C(C(O3)CO)O)F)Cl)N. Cell line: MDA-MB-435. Drug 1: CN(C)C1=NC(=NC(=N1)N(C)C)N(C)C. (6) Drug 1: COC1=CC(=CC(=C1O)OC)C2C3C(COC3=O)C(C4=CC5=C(C=C24)OCO5)OC6C(C(C7C(O6)COC(O7)C8=CC=CS8)O)O. Drug 2: C1=NC2=C(N1)C(=S)N=CN2. Cell line: DU-145. Synergy scores: CSS=32.8, Synergy_ZIP=-6.28, Synergy_Bliss=-8.48, Synergy_Loewe=-12.8, Synergy_HSA=-4.51. (7) Drug 1: CC(CN1CC(=O)NC(=O)C1)N2CC(=O)NC(=O)C2. Cell line: OVCAR-8. Synergy scores: CSS=23.7, Synergy_ZIP=-4.47, Synergy_Bliss=-0.880, Synergy_Loewe=-4.18, Synergy_HSA=1.38. Drug 2: CC1=C(C(=CC=C1)Cl)NC(=O)C2=CN=C(S2)NC3=CC(=NC(=N3)C)N4CCN(CC4)CCO. (8) Drug 1: C1=CC(=C2C(=C1NCCNCCO)C(=O)C3=C(C=CC(=C3C2=O)O)O)NCCNCCO. Drug 2: CC1CCC2CC(C(=CC=CC=CC(CC(C(=O)C(C(C(=CC(C(=O)CC(OC(=O)C3CCCCN3C(=O)C(=O)C1(O2)O)C(C)CC4CCC(C(C4)OC)O)C)C)O)OC)C)C)C)OC. Cell line: SW-620. Synergy scores: CSS=53.5, Synergy_ZIP=5.78, Synergy_Bliss=6.19, Synergy_Loewe=7.77, Synergy_HSA=10.3. (9) Drug 1: COC1=CC(=CC(=C1O)OC)C2C3C(COC3=O)C(C4=CC5=C(C=C24)OCO5)OC6C(C(C7C(O6)COC(O7)C8=CC=CS8)O)O. Drug 2: CC1=C2C(C(=O)C3(C(CC4C(C3C(C(C2(C)C)(CC1OC(=O)C(C(C5=CC=CC=C5)NC(=O)C6=CC=CC=C6)O)O)OC(=O)C7=CC=CC=C7)(CO4)OC(=O)C)O)C)OC(=O)C. Cell line: SNB-75. Synergy scores: CSS=15.3, Synergy_ZIP=-9.16, Synergy_Bliss=-3.86, Synergy_Loewe=-2.46, Synergy_HSA=-2.65.